Dataset: Reaction yield outcomes from USPTO patents with 853,638 reactions. Task: Predict the reaction yield, written as a fraction of the theoretical maximum amount of product (1.0 means a 100% yield; for example, 0.34 means a 34% yield). The reactants are Br[C:2]1[CH:3]=[C:4]([NH:10][C:11]2[CH:23]=[C:14]3[CH2:15][N:16]([C:19](=[O:22])[CH2:20][CH3:21])[CH2:17][CH2:18][N:13]3[N:12]=2)[C:5](=[O:9])[N:6]([CH3:8])[CH:7]=1.[C:24]([O:27][CH2:28][C:29]1[C:30]([N:44]2[CH2:55][CH2:54][N:53]3[C:46](=[CH:47][C:48]4[CH2:49][C:50]([CH3:57])([CH3:56])[CH2:51][C:52]=43)[C:45]2=[O:58])=[N:31][CH:32]=[CH:33][C:34]=1B1OC(C)(C)C(C)(C)O1)(=[O:26])[CH3:25].[O-]P([O-])([O-])=O.[K+].[K+].[K+].C([O-])(=O)C.[Na+]. The catalyst is O.C1C=CC(P(C2C=CC=CC=2)[C-]2C=CC=C2)=CC=1.C1C=CC(P(C2C=CC=CC=2)[C-]2C=CC=C2)=CC=1.Cl[Pd]Cl.[Fe+2].C(#N)C. The product is [C:24]([O:27][CH2:28][C:29]1[C:30]([N:44]2[CH2:55][CH2:54][N:53]3[C:46](=[CH:47][C:48]4[CH2:49][C:50]([CH3:57])([CH3:56])[CH2:51][C:52]=43)[C:45]2=[O:58])=[N:31][CH:32]=[CH:33][C:34]=1[C:2]1[CH:3]=[C:4]([NH:10][C:11]2[CH:23]=[C:14]3[CH2:15][N:16]([C:19](=[O:22])[CH2:20][CH3:21])[CH2:17][CH2:18][N:13]3[N:12]=2)[C:5](=[O:9])[N:6]([CH3:8])[CH:7]=1)(=[O:26])[CH3:25]. The yield is 0.290.